From a dataset of Forward reaction prediction with 1.9M reactions from USPTO patents (1976-2016). Predict the product of the given reaction. (1) Given the reactants [N+:1]([CH2:4][CH:5]([NH:16]C(=O)OC(C)(C)C)[C:6]1[CH:11]=[CH:10][CH:9]=[C:8]([C:12]([F:15])([F:14])[F:13])[CH:7]=1)([O-:3])=[O:2].[ClH:24], predict the reaction product. The product is: [ClH:24].[N+:1]([CH2:4][CH:5]([C:6]1[CH:11]=[CH:10][CH:9]=[C:8]([C:12]([F:13])([F:14])[F:15])[CH:7]=1)[NH2:16])([O-:3])=[O:2]. (2) Given the reactants C(=O)(OC(C)(C)C)[O:2][C:3]1[N:7]([C:8]2[CH:13]=[CH:12][CH:11]=[CH:10][N:9]=2)[N:6]=[C:5]([C:14]2[CH:19]=[CH:18][CH:17]=[CH:16][C:15]=2[C:20]2[CH:28]=[CH:27][C:23]3[O:24][CH2:25][O:26][C:22]=3[CH:21]=2)[CH:4]=1.C(=O)(OC(C)(C)C)OC1N(C2C=CC=CN=2)N=C(C2C=CC(C3C=CC=CC=3)=CC=2)C=1, predict the reaction product. The product is: [O:24]1[C:23]2[CH:27]=[CH:28][C:20]([C:15]3[CH:16]=[CH:17][CH:18]=[CH:19][C:14]=3[C:5]3[CH:4]=[C:3]([OH:2])[N:7]([C:8]4[CH:13]=[CH:12][CH:11]=[CH:10][N:9]=4)[N:6]=3)=[CH:21][C:22]=2[O:26][CH2:25]1.